From a dataset of Full USPTO retrosynthesis dataset with 1.9M reactions from patents (1976-2016). Predict the reactants needed to synthesize the given product. Given the product [C:2]([C:5]1[CH:6]=[C:7]2[C:17](=[CH:18][CH:19]=1)[O:16][C:10]1([CH2:11][CH2:12][N:13]([C:21]([O:24][C:5]([CH3:6])([CH3:19])[CH3:2])=[O:22])[CH2:14][CH2:15]1)[CH2:9][C:8]2=[O:20])([OH:4])=[O:3], predict the reactants needed to synthesize it. The reactants are: Cl.[C:2]([C:5]1[CH:6]=[C:7]2[C:17](=[CH:18][CH:19]=1)[O:16][C:10]1([CH2:15][CH2:14][NH:13][CH2:12][CH2:11]1)[CH2:9][C:8]2=[O:20])([OH:4])=[O:3].[C:21]([O-:24])(O)=[O:22].[Na+].